The task is: Predict which catalyst facilitates the given reaction.. This data is from Catalyst prediction with 721,799 reactions and 888 catalyst types from USPTO. (1) Reactant: [O:1]=[C:2]1[C:6]2([CH2:11][CH2:10][N:9]([C:12]([O:14][C:15]([CH3:18])([CH3:17])[CH3:16])=[O:13])[CH2:8][CH2:7]2)[N:5]([C:19]2[CH:24]=[CH:23][CH:22]=[CH:21][CH:20]=2)[CH2:4][NH:3]1.Br[CH2:26][C:27]1[CH:28]=[C:29]([CH:34]=[CH:35][CH:36]=1)[C:30]([O:32][CH3:33])=[O:31].C(=O)([O-])[O-].[K+].[K+]. Product: [CH3:33][O:32][C:30]([C:29]1[CH:28]=[C:27]([CH:36]=[CH:35][CH:34]=1)[CH2:26][N:3]1[C:2](=[O:1])[C:6]2([CH2:7][CH2:8][N:9]([C:12]([O:14][C:15]([CH3:18])([CH3:17])[CH3:16])=[O:13])[CH2:10][CH2:11]2)[N:5]([C:19]2[CH:20]=[CH:21][CH:22]=[CH:23][CH:24]=2)[CH2:4]1)=[O:31]. The catalyst class is: 9. (2) Reactant: Br[C:2]1[CH:7]=[CH:6][C:5]([C@H:8]([C:16]2[CH:21]=[CH:20][C:19]([F:22])=[CH:18][CH:17]=2)[NH:9][S@:10]([C:12]([CH3:15])([CH3:14])[CH3:13])=[O:11])=[CH:4][CH:3]=1.[CH3:23][PH:24]([O-])([O-:28])[O:25][CH2:26][CH3:27].CCN(CC)CC. Product: [CH3:13][C:12]([CH3:15])([S@@:10]([NH:9][C@@H:8]([C:16]1[CH:21]=[CH:20][C:19]([F:22])=[CH:18][CH:17]=1)[C:5]1[CH:6]=[CH:7][C:2]([P:24]([CH3:23])(=[O:28])[O:25][CH2:26][CH3:27])=[CH:3][CH:4]=1)=[O:11])[CH3:14]. The catalyst class is: 450. (3) The catalyst class is: 6. Product: [Br:36][CH2:1][C:2]1[C:7]([CH:8]([F:9])[F:10])=[CH:6][CH:5]=[CH:4][C:3]=1[N:11]1[C:15](=[O:16])[N:14]([CH3:17])[N:13]=[N:12]1. Reactant: [CH3:1][C:2]1[C:7]([CH:8]([F:10])[F:9])=[CH:6][CH:5]=[CH:4][C:3]=1[N:11]1[C:15](=[O:16])[N:14]([CH3:17])[N:13]=[N:12]1.N(C1(C#N)CCCCC1)=NC1(C#N)CCCCC1.[Br:36]N1C(=O)CCC1=O.ClC1C=CC=CC=1. (4) Reactant: [BH4-].[Na+].[NH2:3][C:4]([C:6]1[C:7]([C:21]2[CH:26]=[CH:25][C:24]([N+:27]([O-:29])=[O:28])=[CH:23][CH:22]=2)=[N:8][S:9][C:10]=1[NH:11][C:12]([NH:14][CH2:15][CH2:16][C:17](OC)=[O:18])=[O:13])=[O:5].CO. Product: [OH:18][CH2:17][CH2:16][CH2:15][NH:14][C:12]([NH:11][C:10]1[S:9][N:8]=[C:7]([C:21]2[CH:26]=[CH:25][C:24]([N+:27]([O-:29])=[O:28])=[CH:23][CH:22]=2)[C:6]=1[C:4]([NH2:3])=[O:5])=[O:13]. The catalyst class is: 7. (5) Reactant: [C:1]1([C:7]2[NH:11][CH:10]=[C:9]([C:12](OCC)=[O:13])[CH:8]=2)[CH:6]=[CH:5][CH:4]=[CH:3][CH:2]=1.[H-].C([Al+]CC(C)C)C(C)C.O.S([O-])([O-])(=O)=O.[Mg+2]. Product: [C:1]1([C:7]2[NH:11][CH:10]=[C:9]([CH2:12][OH:13])[CH:8]=2)[CH:6]=[CH:5][CH:4]=[CH:3][CH:2]=1. The catalyst class is: 207. (6) Reactant: FC(F)(F)C(O)=O.[CH:8]([N:11]1[C:15]([C:16]2[N:25]=[C:24]3[N:18]([CH2:19][CH2:20][O:21][C:22]4[CH:29]=[C:28]([CH:30]5[CH2:35][CH2:34][NH:33][CH2:32][CH2:31]5)[CH:27]=[CH:26][C:23]=43)[CH:17]=2)=[N:14][CH:13]=[N:12]1)([CH3:10])[CH3:9].C(=O)([O-])[O-].[K+].[K+].Br[CH2:43][CH2:44][O:45][CH3:46]. Product: [CH:8]([N:11]1[C:15]([C:16]2[N:25]=[C:24]3[C:23]4[CH:26]=[CH:27][C:28]([CH:30]5[CH2:35][CH2:34][N:33]([CH2:43][CH2:44][O:45][CH3:46])[CH2:32][CH2:31]5)=[CH:29][C:22]=4[O:21][CH2:20][CH2:19][N:18]3[CH:17]=2)=[N:14][CH:13]=[N:12]1)([CH3:10])[CH3:9]. The catalyst class is: 85. (7) The catalyst class is: 5. Product: [C:10]([O:14][C:15]([N:17]1[CH2:18][CH:19]=[C:20]([C:3]2[C:4]3[C:9](=[N:8][CH:7]=[CH:6][CH:5]=3)[NH:1][CH:2]=2)[CH2:21][CH2:22]1)=[O:16])([CH3:13])([CH3:11])[CH3:12]. Reactant: [NH:1]1[C:9]2[C:4](=[CH:5][CH:6]=[CH:7][N:8]=2)[CH:3]=[CH:2]1.[C:10]([O:14][C:15]([N:17]1[CH2:22][CH2:21][C:20](=O)[CH2:19][CH2:18]1)=[O:16])([CH3:13])([CH3:12])[CH3:11].[OH-].[K+]. (8) The catalyst class is: 10. Reactant: [OH:1][C:2]1[CH:7]=[CH:6][C:5]([C:8]2[N:13]3[N:14]=[C:15]([NH:17][C:18]([CH:20]4[CH2:22][CH2:21]4)=[O:19])[N:16]=[C:12]3[CH:11]=[CH:10][CH:9]=2)=[CH:4][CH:3]=1.C(=O)([O-])[O-].[K+].[K+].[CH3:29][O:30][C:31]1[CH:32]=[C:33]([CH:36]=[CH:37][CH:38]=1)[CH2:34]Br. Product: [CH3:29][O:30][C:31]1[CH:32]=[C:33]([CH:36]=[CH:37][CH:38]=1)[CH2:34][O:1][C:2]1[CH:7]=[CH:6][C:5]([C:8]2[N:13]3[N:14]=[C:15]([NH:17][C:18]([CH:20]4[CH2:21][CH2:22]4)=[O:19])[N:16]=[C:12]3[CH:11]=[CH:10][CH:9]=2)=[CH:4][CH:3]=1. (9) Reactant: [NH:1]1[C:5]2[CH:6]=[C:7]([NH:10][C:11]3[C:12]4C=CN(S(C5C=CC(C)=CC=5)(=O)=O)[C:13]=4[N:14]=[C:15](Cl)[N:16]=3)[CH:8]=[CH:9][C:4]=2[N:3]=[CH:2]1.NC1C=CC([N:38]2[CH2:43][CH2:42][CH:41]([C:44]([N:46]([CH3:48])[CH3:47])=[O:45])[CH2:40][CH2:39]2)=CC=1.C[Si](Cl)(C)C.[OH-].[K+].[CH2:56](O)[CH2:57][CH2:58][CH3:59]. Product: [NH:1]1[C:5]2[CH:6]=[C:7]([NH:10][C:11]3[CH:9]=[CH:4][C:5]([C:41]4([C:44]([N:46]([CH3:47])[CH3:48])=[O:45])[CH2:40][CH2:39][NH:38][CH2:43][CH2:42]4)=[C:13]([NH:14][C:15]4[N:16]=[CH:59][C:58]5[CH:57]=[CH:56][NH:3][C:2]=5[N:1]=4)[CH:12]=3)[CH:8]=[CH:9][C:4]=2[N:3]=[CH:2]1. The catalyst class is: 24. (10) Reactant: [CH3:1][CH:2]([N:4]1[C:11](=[O:12])[CH2:10][CH2:9][C@H:5]1[C:6]([OH:8])=O)[CH3:3].ON1C2C=CC=CC=2N=N1.[Cl:23][C:24]1[CH:29]=[C:28]([F:30])[CH:27]=[CH:26][C:25]=1[CH2:31][NH2:32].Cl.CN(C)CCCN=C=NCC. Product: [Cl:23][C:24]1[CH:29]=[C:28]([F:30])[CH:27]=[CH:26][C:25]=1[CH2:31][NH:32][C:6](=[O:8])[C@@H:5]1[CH2:9][CH2:10][C:11](=[O:12])[N:4]1[CH:2]([CH3:1])[CH3:3]. The catalyst class is: 120.